From a dataset of Forward reaction prediction with 1.9M reactions from USPTO patents (1976-2016). Predict the product of the given reaction. Given the reactants F[C:2]1[CH:3]=[C:4]2[C:9](=[CH:10][C:11]=1[N+:12]([O-:14])=[O:13])[NH:8][C:7](=[O:15])[N:6]([NH:16][S:17]([CH3:20])(=[O:19])=[O:18])[C:5]2=[O:21].[NH2:22][CH2:23][CH:24]([OH:26])[CH3:25], predict the reaction product. The product is: [OH:26][CH:24]([CH3:25])[CH2:23][NH:22][C:2]1[CH:3]=[C:4]2[C:9](=[CH:10][C:11]=1[N+:12]([O-:14])=[O:13])[NH:8][C:7](=[O:15])[N:6]([NH:16][S:17]([CH3:20])(=[O:19])=[O:18])[C:5]2=[O:21].